This data is from Forward reaction prediction with 1.9M reactions from USPTO patents (1976-2016). The task is: Predict the product of the given reaction. Given the reactants [C:1]([NH:9][C:10]1[CH:15]=[CH:14][C:13]([C:16]2[CH:24]=[C:23]3[C:19]([CH2:20][N:21]([C@@H:26]([CH:31]([CH3:33])[CH3:32])[C:27]([O:29][CH3:30])=[O:28])[C:22]3=[O:25])=[CH:18][CH:17]=2)=[CH:12][CH:11]=1)(=[O:8])[C:2]1[CH:7]=[CH:6][CH:5]=[CH:4][CH:3]=1.N[C:35]1[CH:40]=[CH:39][C:38]([C:41]2C=C3C(CN([C@@H](C(C)C)C(OC)=O)C3=O)=C[CH:42]=2)=[CH:37][CH:36]=1.C(C1C=CC(C(Cl)=O)=CC=1)CCCCCCC, predict the reaction product. The product is: [CH3:32][CH:31]([CH3:33])[C@H:26]([N:21]1[CH2:20][C:19]2[C:23](=[CH:24][C:16]([C:13]3[CH:12]=[CH:11][C:10]([NH:9][C:1](=[O:8])[C:2]4[CH:3]=[CH:4][C:5]([CH2:39][CH2:40][CH2:35][CH2:36][CH2:37][CH2:38][CH2:41][CH3:42])=[CH:6][CH:7]=4)=[CH:15][CH:14]=3)=[CH:17][CH:18]=2)[C:22]1=[O:25])[C:27]([O:29][CH3:30])=[O:28].